From a dataset of Forward reaction prediction with 1.9M reactions from USPTO patents (1976-2016). Predict the product of the given reaction. (1) The product is: [F:27][C:17]([F:28])([C:18]1[CH:23]=[CH:22][CH:21]=[C:20]([N+:24]([O-:26])=[O:25])[CH:19]=1)[C:4]1[N:3]=[C:2]([NH:40][C:39]2[CH:38]=[CH:37][C:36]([N:33]3[CH2:32][CH2:31][N:30]([CH3:29])[CH2:35][CH2:34]3)=[CH:42][CH:41]=2)[N:10]=[C:9]2[C:5]=1[N:6]=[CH:7][N:8]2[CH:11]1[CH2:16][CH2:15][CH2:14][CH2:13][O:12]1. Given the reactants Cl[C:2]1[N:10]=[C:9]2[C:5]([N:6]=[CH:7][N:8]2[CH:11]2[CH2:16][CH2:15][CH2:14][CH2:13][O:12]2)=[C:4]([C:17]([F:28])([F:27])[C:18]2[CH:23]=[CH:22][CH:21]=[C:20]([N+:24]([O-:26])=[O:25])[CH:19]=2)[N:3]=1.[CH3:29][N:30]1[CH2:35][CH2:34][N:33]([C:36]2[CH:42]=[CH:41][C:39]([NH2:40])=[CH:38][CH:37]=2)[CH2:32][CH2:31]1.C1(P(C2CCCCC2)C2C=CC=CC=2C2C(C(C)C)=CC(C(C)C)=CC=2C(C)C)CCCCC1.C(=O)([O-])[O-].[K+].[K+], predict the reaction product. (2) Given the reactants I[C:2]1[N:3]=[C:4]([NH2:24])[C:5]2[N:6]=[C:7]([NH:20][CH2:21][CH2:22][CH3:23])[N:8]([C:18]=2[N:19]=1)[C@@H:9]1[O:17][C@H:14]([CH2:15][OH:16])[C@@H:12]([OH:13])[C@H:10]1[OH:11].[CH:25]#[C:26][CH2:27][CH2:28][CH2:29][CH3:30], predict the reaction product. The product is: [C:25]([C:2]1[N:3]=[C:4]([NH2:24])[C:5]2[N:6]=[C:7]([NH:20][CH2:21][CH2:22][CH3:23])[N:8]([C:18]=2[N:19]=1)[C@@H:9]1[O:17][C@H:14]([CH2:15][OH:16])[C@@H:12]([OH:13])[C@H:10]1[OH:11])#[C:26][CH2:27][CH2:28][CH2:29][CH3:30]. (3) Given the reactants [NH:1]1[C:9]2[C:4](=[CH:5][C:6]([CH2:10][NH2:11])=[CH:7][CH:8]=2)[CH:3]=[CH:2]1.[O:12](C(OC(C)(C)C)=O)[C:13]([O:15][C:16]([CH3:19])([CH3:18])[CH3:17])=O.C(Cl)Cl.CCN(C(C)C)C(C)C, predict the reaction product. The product is: [NH:1]1[C:9]2[C:4](=[CH:5][C:6]([CH2:10][NH:11][C:13](=[O:12])[O:15][C:16]([CH3:19])([CH3:18])[CH3:17])=[CH:7][CH:8]=2)[CH:3]=[CH:2]1. (4) Given the reactants [Si:1]([O:8][C@H:9]1[C@H:13]2[O:14][CH2:15][C@@H:16]([O:17][C:18]3[N:40]([CH2:41][O:42][CH2:43][CH2:44][Si:45]([CH3:48])([CH3:47])[CH3:46])[C:21]4=[N:22][C:23]([C:27]5[CH:32]=[CH:31][C:30]([C@H:33]6[CH2:38][CH2:37][C@H:36]([NH2:39])[CH2:35][CH2:34]6)=[CH:29][CH:28]=5)=[C:24]([Cl:26])[CH:25]=[C:20]4[N:19]=3)[C@H:12]2[O:11][CH2:10]1)([C:4]([CH3:7])([CH3:6])[CH3:5])([CH3:3])[CH3:2].C(N(CC)CC)C.Cl[C:57]([O:59][CH3:60])=[O:58], predict the reaction product. The product is: [Si:1]([O:8][C@H:9]1[C@H:13]2[O:14][CH2:15][C@@H:16]([O:17][C:18]3[N:40]([CH2:41][O:42][CH2:43][CH2:44][Si:45]([CH3:48])([CH3:47])[CH3:46])[C:21]4=[N:22][C:23]([C:27]5[CH:32]=[CH:31][C:30]([C@H:33]6[CH2:38][CH2:37][C@H:36]([NH:39][C:57](=[O:58])[O:59][CH3:60])[CH2:35][CH2:34]6)=[CH:29][CH:28]=5)=[C:24]([Cl:26])[CH:25]=[C:20]4[N:19]=3)[C@H:12]2[O:11][CH2:10]1)([C:4]([CH3:6])([CH3:7])[CH3:5])([CH3:3])[CH3:2]. (5) Given the reactants [NH2:1][C:2]1[CH:9]=[CH:8][CH:7]=[C:6]([O:10][CH2:11][CH:12]2[CH2:17][CH2:16][N:15]([CH2:18][C:19]3[CH:24]=[CH:23][C:22]([O:25][CH3:26])=[CH:21][CH:20]=3)[CH2:14][CH2:13]2)[C:3]=1[C:4]#[N:5].O=[C:28]([CH3:35])[CH2:29][C:30]([O:32][CH2:33][CH3:34])=[O:31], predict the reaction product. The product is: [CH2:33]([O:32][C:30]([C:29]1[C:28]([CH3:35])=[N:1][C:2]2[C:3]([C:4]=1[NH2:5])=[C:6]([O:10][CH2:11][CH:12]1[CH2:13][CH2:14][N:15]([CH2:18][C:19]3[CH:24]=[CH:23][C:22]([O:25][CH3:26])=[CH:21][CH:20]=3)[CH2:16][CH2:17]1)[CH:7]=[CH:8][CH:9]=2)=[O:31])[CH3:34]. (6) Given the reactants Br[C:2]1[CH:7]=[CH:6][C:5]([CH:8]([N:12]2[CH2:26][CH2:25][C:15]3([O:20][CH2:19][C:18](=[O:21])[N:17]([CH:22]4[CH2:24][CH2:23]4)[CH2:16]3)[CH2:14][CH2:13]2)[C:9]([NH2:11])=[O:10])=[C:4]([F:27])[CH:3]=1.B1(B2OC(C)(C)C(C)(C)O2)OC(C)(C)C(C)(C)O1.C([O-])(=O)C.[K+].Br[C:52]1[CH:61]=[C:60]2[C:55]([CH:56]=[C:57]([CH3:62])[CH:58]=[N:59]2)=[CH:54][CH:53]=1.C(=O)([O-])[O-].[K+].[K+], predict the reaction product. The product is: [CH:22]1([N:17]2[CH2:16][C:15]3([CH2:25][CH2:26][N:12]([CH:8]([C:5]4[CH:6]=[CH:7][C:2]([C:52]5[CH:61]=[C:60]6[C:55]([CH:56]=[C:57]([CH3:62])[CH:58]=[N:59]6)=[CH:54][CH:53]=5)=[CH:3][C:4]=4[F:27])[C:9]([NH2:11])=[O:10])[CH2:13][CH2:14]3)[O:20][CH2:19][C:18]2=[O:21])[CH2:24][CH2:23]1.